From a dataset of Peptide-MHC class II binding affinity with 134,281 pairs from IEDB. Regression. Given a peptide amino acid sequence and an MHC pseudo amino acid sequence, predict their binding affinity value. This is MHC class II binding data. (1) The peptide sequence is GEIYKRWIILGLNKIVRMY. The MHC is HLA-DQA10201-DQB10202 with pseudo-sequence HLA-DQA10201-DQB10202. The binding affinity (normalized) is 0.0652. (2) The peptide sequence is GQIGNDPNRDIL. The MHC is DRB3_0101 with pseudo-sequence DRB3_0101. The binding affinity (normalized) is 0.978. (3) The peptide sequence is TPAAPAGAEPAGKAT. The MHC is DRB1_1302 with pseudo-sequence DRB1_1302. The binding affinity (normalized) is 0.131. (4) The peptide sequence is ISPSFLVYSFFVHDL. The binding affinity (normalized) is 0.428. The MHC is DRB1_1302 with pseudo-sequence DRB1_1302. (5) The peptide sequence is AFILDGDNLFPKD. The MHC is HLA-DQA10501-DQB10201 with pseudo-sequence HLA-DQA10501-DQB10201. The binding affinity (normalized) is 0.796. (6) The peptide sequence is HGGHVSCRVKLSALT. The MHC is DRB1_1101 with pseudo-sequence DRB1_1101. The binding affinity (normalized) is 0.346. (7) The peptide sequence is WMTTEDMLEVWNRVW. The MHC is DRB1_0901 with pseudo-sequence DRB1_0901. The binding affinity (normalized) is 0.400. (8) The peptide sequence is EEIITLNSYGSFQEF. The MHC is DRB1_0301 with pseudo-sequence DRB1_0301. The binding affinity (normalized) is 0.476. (9) The peptide sequence is KRFFLPVFSDEVLAG. The MHC is DRB3_0101 with pseudo-sequence DRB3_0101. The binding affinity (normalized) is 0.496.